Task: Predict the product of the given reaction.. Dataset: Forward reaction prediction with 1.9M reactions from USPTO patents (1976-2016) (1) Given the reactants C(OC([N:8]1[CH2:12][C@H:11]([O:13][C:14]2[CH:19]=[CH:18][CH:17]=[C:16]([CH:20]([CH3:22])[CH3:21])[CH:15]=2)[C@H:10]([CH2:23][N:24]([CH2:32][C:33]2[CH:38]=[CH:37][CH:36]=[CH:35][CH:34]=2)[C:25]2[CH:30]=[CH:29][C:28]([Cl:31])=[CH:27][CH:26]=2)[CH2:9]1)=O)(C)(C)C, predict the reaction product. The product is: [CH2:32]([N:24]([C:25]1[CH:30]=[CH:29][C:28]([Cl:31])=[CH:27][CH:26]=1)[CH2:23][C@@H:10]1[C@@H:11]([O:13][C:14]2[CH:19]=[CH:18][CH:17]=[C:16]([CH:20]([CH3:22])[CH3:21])[CH:15]=2)[CH2:12][NH:8][CH2:9]1)[C:33]1[CH:34]=[CH:35][CH:36]=[CH:37][CH:38]=1. (2) Given the reactants [C:1]([C:5]1[CH:10]=[CH:9][C:8]([S:11](Cl)(=[O:13])=[O:12])=[CH:7][CH:6]=1)([CH3:4])([CH3:3])[CH3:2].[NH2:15][C:16]1[CH:21]=[CH:20][C:19]([Cl:22])=[CH:18][C:17]=1[C:23]([C:25]1[N:26]([CH3:30])[CH:27]=[CH:28][N:29]=1)=[O:24], predict the reaction product. The product is: [C:1]([C:5]1[CH:10]=[CH:9][C:8]([S:11]([NH:15][C:16]2[CH:21]=[CH:20][C:19]([Cl:22])=[CH:18][C:17]=2[C:23]([C:25]2[N:26]([CH3:30])[CH:27]=[CH:28][N:29]=2)=[O:24])(=[O:13])=[O:12])=[CH:7][CH:6]=1)([CH3:4])([CH3:3])[CH3:2]. (3) The product is: [Cl:12][C:13]1[N:14]=[N:15][C:16]([Cl:20])=[C:17]([NH:1][C:2]2[CH:3]=[CH:4][C:5]([P:8]([CH3:9])([CH3:10])=[O:11])=[CH:6][CH:7]=2)[N:18]=1. Given the reactants [NH2:1][C:2]1[CH:7]=[CH:6][C:5]([P:8](=[O:11])([CH3:10])[CH3:9])=[CH:4][CH:3]=1.[Cl:12][C:13]1[N:14]=[N:15][C:16]([Cl:20])=[C:17](Cl)[N:18]=1.C(N(CC)CC)C, predict the reaction product.